The task is: Predict the reactants needed to synthesize the given product.. This data is from Retrosynthesis with 50K atom-mapped reactions and 10 reaction types from USPTO. (1) The reactants are: Cc1cc(C(=O)Cl)nn1Cc1cc(Cl)cc2cc(C(C)C)oc12.NN1CCOCC1. Given the product Cc1cc(C(=O)NN2CCOCC2)nn1Cc1cc(Cl)cc2cc(C(C)C)oc12, predict the reactants needed to synthesize it. (2) The reactants are: CC(C)n1cc(C(=O)c2ccnc(NS(=O)(=O)c3ccccc3F)c2)c2c(N)ncnc21. Given the product CC(C)n1cc(C(=O)c2cc(NS(=O)(=O)c3ccccc3F)ccn2)c2c(N)ncnc21, predict the reactants needed to synthesize it. (3) Given the product ON=Cc1cccc(I)c1F, predict the reactants needed to synthesize it. The reactants are: NO.O=Cc1cccc(I)c1F. (4) Given the product CCCCC(C/C=C/[Sn](CCCC)(CCCC)CCCC)(O[Si](C)(C)C)C(F)(F)F, predict the reactants needed to synthesize it. The reactants are: C#CCC(CCCC)(O[Si](C)(C)C)C(F)(F)F.CCCC[SnH](CCCC)CCCC. (5) Given the product N#Cc1cnccc1-c1ccc(CBr)cc1, predict the reactants needed to synthesize it. The reactants are: Cc1ccc(-c2ccncc2C#N)cc1.O=C1CCC(=O)N1Br. (6) Given the product O=C(CCCBr)Oc1ccc(O)c(C(=O)O)c1, predict the reactants needed to synthesize it. The reactants are: O=C(Cl)CCCBr.O=C(O)c1cc(O)ccc1O. (7) Given the product CCn1c(=O)c2c(nc(C3CCCC3)n2Cc2ccccc2)n2nc(COc3ccccc3)nc12, predict the reactants needed to synthesize it. The reactants are: CCn1c(=O)c2c(nc(C3CCCC3)n2Cc2ccccc2)n2nc(CBr)nc12.Oc1ccccc1.